From a dataset of Full USPTO retrosynthesis dataset with 1.9M reactions from patents (1976-2016). Predict the reactants needed to synthesize the given product. (1) Given the product [ClH:1].[CH:12]1([N:9]2[CH2:8][CH2:7][C:6]([S:15]([C:18]3[CH:19]=[CH:20][C:21]([O:24][C:25]4[CH:30]=[CH:29][CH:28]=[CH:27][CH:26]=4)=[CH:22][CH:23]=3)(=[O:17])=[O:16])([C:4]([NH:3][OH:2])=[O:5])[CH2:11][CH2:10]2)[CH2:14][CH2:13]1, predict the reactants needed to synthesize it. The reactants are: [ClH:1].[OH:2][NH:3][C:4]([C:6]1([S:15]([C:18]2[CH:23]=[CH:22][C:21]([O:24][C:25]3[CH:30]=[CH:29][CH:28]=[CH:27][CH:26]=3)=[CH:20][CH:19]=2)(=[O:17])=[O:16])[CH2:11][CH2:10][N:9]([CH2:12][C:13]#[CH:14])[CH2:8][CH2:7]1)=[O:5].C(O)(=O)C.C(OC1(O[Si](C)(C)C)CC1)C.C([BH3-])#N.[Na+]. (2) Given the product [NH2:21][C@H:22]([C:28]([OH:30])=[O:29])[CH2:23][CH2:24][C:25]([OH:27])=[O:26], predict the reactants needed to synthesize it. The reactants are: ClC(C1C=CC=CC=1)(C1C=CC=CC=1)C1C=CC=CC=1.[NH:21](C(OCC1C2C(=CC=CC=2)C2C1=CC=CC=2)=O)[C@H:22]([C:28]([O:30]C(C)(C)C)=[O:29])[CH2:23][CH2:24][C:25](=[O:27])[OH:26].CCN(C(C)C)C(C)C.C(O)(=O)CCCCCCCCCCCCCCC.C1C=CC2N(O)N=NC=2C=1.C1(N=C=NC2CCCCC2)CCCCC1. (3) Given the product [ClH:34].[NH2:7][C@@H:8]([CH2:26][C:27]1[CH:32]=[CH:31][CH:30]=[CH:29][CH:28]=1)[C@H:9]([OH:25])[CH2:10][NH:11][C:12]1([C:15]2[CH:20]=[CH:19][CH:18]=[C:17]([C:21]([F:22])([F:23])[F:24])[CH:16]=2)[CH2:14][CH2:13]1, predict the reactants needed to synthesize it. The reactants are: C(OC(=O)[NH:7][C@@H:8]([CH2:26][C:27]1[CH:32]=[CH:31][CH:30]=[CH:29][CH:28]=1)[C@H:9]([OH:25])[CH2:10][NH:11][C:12]1([C:15]2[CH:20]=[CH:19][CH:18]=[C:17]([C:21]([F:24])([F:23])[F:22])[CH:16]=2)[CH2:14][CH2:13]1)(C)(C)C.[ClH:34].